Task: Predict the reaction yield, written as a fraction of the theoretical maximum amount of product (1.0 means a 100% yield; for example, 0.34 means a 34% yield).. Dataset: Reaction yield outcomes from USPTO patents with 853,638 reactions The reactants are COP([CH:7]1[C:15]2[C:10](=[CH:11][CH:12]=[CH:13][CH:14]=2)[C:9](=[O:16])[O:8]1)(=O)OC.C(N(CC)CC)C.[F:24][C:25]1[CH:32]=[CH:31][C:30]([CH:33]=O)=[CH:29][C:26]=1[C:27]#[N:28]. The catalyst is O1CCCC1. The product is [F:24][C:25]1[CH:32]=[CH:31][C:30]([CH:33]=[C:7]2[C:15]3[C:10](=[CH:11][CH:12]=[CH:13][CH:14]=3)[C:9](=[O:16])[O:8]2)=[CH:29][C:26]=1[C:27]#[N:28]. The yield is 0.960.